Task: Predict the product of the given reaction.. Dataset: Forward reaction prediction with 1.9M reactions from USPTO patents (1976-2016) The product is: [CH:31]1([O:30][C:27]2[CH:28]=[CH:29][C:24]([C:23]([C:21]3[CH:20]=[CH:19][C:7]([O:8][CH2:9][C:10]4[CH:11]=[CH:12][C:13]([C:14]([OH:16])=[O:15])=[CH:17][CH:18]=4)=[C:6]([CH2:5][CH2:4][C:1]([O:3][CH2:39][CH3:40])=[O:2])[CH:22]=3)=[O:37])=[C:25]([OH:36])[CH:26]=2)[CH2:32][CH2:33][CH2:34][CH2:35]1. Given the reactants [C:1]([CH2:4][CH2:5][C:6]1[CH:22]=[C:21]([C:23](=[O:37])[C:24]2[CH:29]=[CH:28][C:27]([O:30][CH:31]3[CH2:35][CH2:34][CH2:33][CH2:32]3)=[CH:26][C:25]=2[OH:36])[CH:20]=[CH:19][C:7]=1[O:8][CH2:9][C:10]1[CH:18]=[CH:17][C:13]([C:14]([OH:16])=[O:15])=[CH:12][CH:11]=1)([OH:3])=[O:2].Cl.[CH2:39](O)[CH3:40], predict the reaction product.